From a dataset of Forward reaction prediction with 1.9M reactions from USPTO patents (1976-2016). Predict the product of the given reaction. (1) Given the reactants [CH2:1]([O:3][C:4](=[O:20])[NH:5][C:6]1[CH:11]=[C:10]([C:12]([F:15])([F:14])[F:13])[N:9]=[C:8](Cl)[C:7]=1[N+:17]([O-:19])=[O:18])[CH3:2].[CH2:21]([NH2:28])[C:22]1[CH:27]=[CH:26][CH:25]=[CH:24][CH:23]=1.C(N(CC)CC)C, predict the reaction product. The product is: [CH2:1]([O:3][C:4](=[O:20])[NH:5][C:6]1[CH:11]=[C:10]([C:12]([F:15])([F:14])[F:13])[N:9]=[C:8]([NH:28][CH2:21][C:22]2[CH:27]=[CH:26][CH:25]=[CH:24][CH:23]=2)[C:7]=1[N+:17]([O-:19])=[O:18])[CH3:2]. (2) Given the reactants [NH2:1][C:2]1[CH:7]=[CH:6][N:5]2[C:8]([CH3:12])=[C:9]([CH3:11])[N:10]=[C:4]2[C:3]=1[NH:13][CH2:14][C:15]1[C:20]([CH3:21])=[CH:19][CH:18]=[CH:17][C:16]=1[CH3:22].[C:23](OC(=O)C)(=[O:25])[CH3:24].C(N(CC)CC)C, predict the reaction product. The product is: [CH3:22][C:16]1[CH:17]=[CH:18][CH:19]=[C:20]([CH3:21])[C:15]=1[CH2:14][NH:13][C:3]1[C:4]2[N:5]([C:8]([CH3:12])=[C:9]([CH3:11])[N:10]=2)[CH:6]=[CH:7][C:2]=1[NH:1][C:23](=[O:25])[CH3:24]. (3) Given the reactants C([N:5]([C:9]1[CH:14]=[CH:13][C:12]([F:15])=[CH:11][C:10]=1[NH:16][C:17]1[N:22]=[C:21]([S:23][C:24]#[N:25])[C:20]([N+:26]([O-:28])=[O:27])=[CH:19][N:18]=1)C(=O)O)(C)(C)C.FC1C=CC2N=CN(C3N=C(SC#N)C([N+]([O-])=O)=CN=3)C=2C=1.[C:51]([OH:57])([C:53]([F:56])([F:55])[F:54])=[O:52].C(Cl)Cl, predict the reaction product. The product is: [F:15][C:12]1[CH:11]=[C:10]([NH:16][C:17]2[N:22]=[C:21]([S:23][C:24]#[N:25])[C:20]([N+:26]([O-:28])=[O:27])=[CH:19][N:18]=2)[C:9]([NH2:5])=[CH:14][CH:13]=1.[C:51]([OH:57])([C:53]([F:56])([F:55])[F:54])=[O:52]. (4) Given the reactants [C:1]([O:5][C:6]([N:8]1[CH2:13][CH2:12][N:11]([C:14]2[CH:15]=[C:16]([C:27]3[CH:32]=[CH:31][C:30]([Cl:33])=[C:29]([Cl:34])[CH:28]=3)[C:17]([C:23]([F:26])([F:25])[F:24])=[CH:18][C:19]=2[N+:20]([O-])=O)[CH2:10][CH2:9]1)=[O:7])([CH3:4])([CH3:3])[CH3:2], predict the reaction product. The product is: [C:1]([O:5][C:6]([N:8]1[CH2:9][CH2:10][N:11]([C:14]2[CH:15]=[C:16]([C:27]3[CH:32]=[CH:31][C:30]([Cl:33])=[C:29]([Cl:34])[CH:28]=3)[C:17]([C:23]([F:24])([F:26])[F:25])=[CH:18][C:19]=2[NH2:20])[CH2:12][CH2:13]1)=[O:7])([CH3:4])([CH3:2])[CH3:3]. (5) Given the reactants [C:1]1([C@H:7]([NH2:9])[CH3:8])[CH:6]=[CH:5][CH:4]=[CH:3][CH:2]=1.Cl[CH2:11][CH2:12][CH2:13][OH:14].C(=O)([O-])[O-].[K+].[K+], predict the reaction product. The product is: [C:1]1([C@H:7]([NH:9][CH2:11][CH2:12][CH2:13][OH:14])[CH3:8])[CH:6]=[CH:5][CH:4]=[CH:3][CH:2]=1. (6) Given the reactants [OH:1][C:2]([CH3:32])([CH3:31])[CH:3]([NH:15][C:16]([N:18]1[CH2:23][C:22](=[O:24])[NH:21][C:20]2[CH:25]=[C:26]([O:29][CH3:30])[CH:27]=[N:28][C:19]1=2)=[O:17])[C:4]1[CH:9]=[CH:8][C:7]([O:10][C:11]([F:14])([F:13])[F:12])=[CH:6][CH:5]=1.C(=O)=O.CO, predict the reaction product. The product is: [OH:1][C:2]([CH3:32])([CH3:31])[C@@H:3]([NH:15][C:16]([N:18]1[CH2:23][C:22](=[O:24])[NH:21][C:20]2[CH:25]=[C:26]([O:29][CH3:30])[CH:27]=[N:28][C:19]1=2)=[O:17])[C:4]1[CH:9]=[CH:8][C:7]([O:10][C:11]([F:12])([F:14])[F:13])=[CH:6][CH:5]=1. (7) Given the reactants [OH-].[K+].[CH3:3][N:4]([CH3:10])[CH2:5][CH2:6][CH2:7][NH:8][CH3:9].F[C:12]1[CH:17]=[CH:16][C:15]([N+:18]([O-:20])=[O:19])=[CH:14][CH:13]=1.Cl, predict the reaction product. The product is: [CH3:3][N:4]([CH3:10])[CH2:5][CH2:6][CH2:7][N:8]([CH3:9])[C:12]1[CH:17]=[CH:16][C:15]([N+:18]([O-:20])=[O:19])=[CH:14][CH:13]=1. (8) Given the reactants [NH:1]1[CH2:6][CH2:5][O:4][CH2:3][CH:2]1[C:7]([OH:9])=[O:8].[OH-].[Na+].Cl[C:13]([O:15][CH2:16][C:17]1[CH:22]=[CH:21][CH:20]=[CH:19][CH:18]=1)=[O:14], predict the reaction product. The product is: [CH2:16]([O:15][C:13]([N:1]1[CH2:6][CH2:5][O:4][CH2:3][CH:2]1[C:7]([OH:9])=[O:8])=[O:14])[C:17]1[CH:22]=[CH:21][CH:20]=[CH:19][CH:18]=1.